From a dataset of Reaction yield outcomes from USPTO patents with 853,638 reactions. Predict the reaction yield, written as a fraction of the theoretical maximum amount of product (1.0 means a 100% yield; for example, 0.34 means a 34% yield). (1) The reactants are [CH3:1][N:2]1[C:6]([C:7]([O:9]CC)=[O:8])=[C:5]([CH3:12])[CH:4]=[N:3]1.[OH-].[Na+]. The catalyst is C(O)C. The product is [CH3:1][N:2]1[C:6]([C:7]([OH:9])=[O:8])=[C:5]([CH3:12])[CH:4]=[N:3]1. The yield is 0.550. (2) The reactants are [CH2:1]([O:3][C:4]([C:6]1[N:7]=[C:8]([NH:11][C:12](=[O:29])[CH:13]([C:20]2[CH:25]=[CH:24][C:23]([N+:26]([O-:28])=[O:27])=[CH:22][CH:21]=2)[CH2:14][CH:15]2[CH2:19][CH2:18][CH2:17][CH2:16]2)[S:9][CH:10]=1)=[O:5])C.S(=O)(=O)(O)O. The catalyst is CO. The product is [CH3:1][O:3][C:4]([C:6]1[N:7]=[C:8]([NH:11][C:12](=[O:29])[CH:13]([C:20]2[CH:21]=[CH:22][C:23]([N+:26]([O-:28])=[O:27])=[CH:24][CH:25]=2)[CH2:14][CH:15]2[CH2:16][CH2:17][CH2:18][CH2:19]2)[S:9][CH:10]=1)=[O:5]. The yield is 0.548. (3) The reactants are [F:1][C:2]1[CH:3]=[C:4]([O:8][C:9]2[CH:31]=[N:30][C:12]3[N:13]([CH3:29])[C:14](=[O:28])[N:15]([CH2:18][CH2:19][CH2:20][O:21][CH:22]4[CH2:27][CH2:26][CH2:25][CH2:24][O:23]4)[C:16](=[O:17])[C:11]=3[CH:10]=2)[CH:5]=[N:6][CH:7]=1.[Li+].CC([N-]C(C)C)C.[Cl:40][C:41]1[CH:48]=[CH:47][C:44]([CH:45]=[O:46])=[CH:43][CH:42]=1. The catalyst is C1COCC1.CC(=O)OCC.O. The product is [Cl:40][C:41]1[CH:48]=[CH:47][C:44]([CH:45]([OH:46])[C:10]2[C:11]3[C:16](=[O:17])[N:15]([CH2:18][CH2:19][CH2:20][O:21][CH:22]4[CH2:27][CH2:26][CH2:25][CH2:24][O:23]4)[C:14](=[O:28])[N:13]([CH3:29])[C:12]=3[N:30]=[CH:31][C:9]=2[O:8][C:4]2[CH:5]=[N:6][CH:7]=[C:2]([F:1])[CH:3]=2)=[CH:43][CH:42]=1. The yield is 0.251. (4) The product is [CH:85]1[C:84]2[CH:83]([CH2:82][O:81][C:80]([NH:79][C@H:63]([C:64]3[CH:65]=[CH:66][CH:67]=[CH:68][CH:69]=3)[C@H:62]([OH:22])[C:61]([O:60][CH3:59])=[O:70])=[O:96])[C:95]3[C:90](=[CH:91][CH:92]=[CH:93][CH:94]=3)[C:89]=2[CH:88]=[CH:87][CH:86]=1. The catalyst is C(Cl)Cl.[Os](=O)(=O)(=O)=O. The reactants are CC[C@@H]1[C@@H]2C[C@H]([C@@H](OC3C4C(=CC=CC=4)C(O[C@@H](C4C=CN=C5C=4C=C(OC)C=C5)[C@@H]4N5C[C@H](CC)[C@@H](CC5)C4)=NN=3)C3C=CN=C4C=3C=C([O:22]C)C=C4)N(CC2)C1.[CH3:59][O:60][C:61](=[O:70])/[CH:62]=[CH:63]/[C:64]1[CH:69]=[CH:68][CH:67]=[CH:66][CH:65]=1.ClC1C=CC(C(O[NH:79][C:80](=[O:96])[O:81][CH2:82][CH:83]2[C:95]3[CH:94]=[CH:93][CH:92]=[CH:91][C:90]=3[C:89]3[C:84]2=[CH:85][CH:86]=[CH:87][CH:88]=3)=O)=CC=1. The yield is 0.180.